This data is from Catalyst prediction with 721,799 reactions and 888 catalyst types from USPTO. The task is: Predict which catalyst facilitates the given reaction. (1) Reactant: [C:1]1([C:26]2[CH:31]=[CH:30][CH:29]=[CH:28][CH:27]=2)[CH:6]=[CH:5][C:4]([C:7]2[N:12]=[C:11]3[CH:13]=[C:14](Cl)[N:15]([CH2:16][O:17][CH2:18][CH2:19][Si:20]([CH3:23])([CH3:22])[CH3:21])[C:10]3=[CH:9][C:8]=2[Cl:25])=[CH:3][CH:2]=1.[CH2:32]([OH:36])[CH2:33][CH2:34][OH:35].C(=O)([O-])[O-].[Cs+].[Cs+]. Product: [C:1]1([C:26]2[CH:31]=[CH:30][CH:29]=[CH:28][CH:27]=2)[CH:6]=[CH:5][C:4]([C:7]2[N:12]=[C:11]3[CH:13]=[C:14]([O:35][CH2:34][CH2:33][CH2:32][OH:36])[N:15]([CH2:16][O:17][CH2:18][CH2:19][Si:20]([CH3:22])([CH3:23])[CH3:21])[C:10]3=[CH:9][C:8]=2[Cl:25])=[CH:3][CH:2]=1. The catalyst class is: 148. (2) Reactant: C[O:2][C:3]([CH:5]1[CH2:9][CH:8]([N:10]([CH2:19][C:20]2[CH:25]=[CH:24][CH:23]=[CH:22][CH:21]=2)[C:11]([O:13][CH2:14][C:15]([Cl:18])([Cl:17])[Cl:16])=[O:12])[CH2:7][N:6]1[C:26]([O:28][C:29]([CH3:32])([CH3:31])[CH3:30])=[O:27])=[O:4].[Li+].[OH-]. Product: [C:29]([O:28][C:26]([N:6]1[CH2:7][CH:8]([N:10]([CH2:19][C:20]2[CH:25]=[CH:24][CH:23]=[CH:22][CH:21]=2)[C:11]([O:13][CH2:14][C:15]([Cl:16])([Cl:17])[Cl:18])=[O:12])[CH2:9][CH:5]1[C:3]([OH:4])=[O:2])=[O:27])([CH3:32])([CH3:30])[CH3:31]. The catalyst class is: 5.